This data is from NCI-60 drug combinations with 297,098 pairs across 59 cell lines. The task is: Regression. Given two drug SMILES strings and cell line genomic features, predict the synergy score measuring deviation from expected non-interaction effect. (1) Drug 1: CC1=CC2C(CCC3(C2CCC3(C(=O)C)OC(=O)C)C)C4(C1=CC(=O)CC4)C. Drug 2: B(C(CC(C)C)NC(=O)C(CC1=CC=CC=C1)NC(=O)C2=NC=CN=C2)(O)O. Cell line: HT29. Synergy scores: CSS=-3.80, Synergy_ZIP=0.244, Synergy_Bliss=-2.25, Synergy_Loewe=-7.75, Synergy_HSA=-4.90. (2) Drug 1: COC1=CC(=CC(=C1O)OC)C2C3C(COC3=O)C(C4=CC5=C(C=C24)OCO5)OC6C(C(C7C(O6)COC(O7)C8=CC=CS8)O)O. Drug 2: CCC1(CC2CC(C3=C(CCN(C2)C1)C4=CC=CC=C4N3)(C5=C(C=C6C(=C5)C78CCN9C7C(C=CC9)(C(C(C8N6C)(C(=O)OC)O)OC(=O)C)CC)OC)C(=O)OC)O.OS(=O)(=O)O. Cell line: SR. Synergy scores: CSS=90.0, Synergy_ZIP=4.39, Synergy_Bliss=3.58, Synergy_Loewe=4.02, Synergy_HSA=6.81. (3) Drug 1: C1=CN(C=N1)CC(O)(P(=O)(O)O)P(=O)(O)O. Drug 2: C1CNP(=O)(OC1)N(CCCl)CCCl. Cell line: DU-145. Synergy scores: CSS=0.913, Synergy_ZIP=1.14, Synergy_Bliss=2.13, Synergy_Loewe=1.00, Synergy_HSA=-0.468. (4) Drug 1: CC12CCC3C(C1CCC2O)C(CC4=C3C=CC(=C4)O)CCCCCCCCCS(=O)CCCC(C(F)(F)F)(F)F. Drug 2: C#CCC(CC1=CN=C2C(=N1)C(=NC(=N2)N)N)C3=CC=C(C=C3)C(=O)NC(CCC(=O)O)C(=O)O. Cell line: SK-OV-3. Synergy scores: CSS=-6.19, Synergy_ZIP=1.77, Synergy_Bliss=-1.64, Synergy_Loewe=-4.27, Synergy_HSA=-5.26.